This data is from NCI-60 drug combinations with 297,098 pairs across 59 cell lines. The task is: Regression. Given two drug SMILES strings and cell line genomic features, predict the synergy score measuring deviation from expected non-interaction effect. (1) Drug 1: CC1C(C(CC(O1)OC2CC(CC3=C2C(=C4C(=C3O)C(=O)C5=C(C4=O)C(=CC=C5)OC)O)(C(=O)CO)O)N)O.Cl. Drug 2: C1CCC(CC1)NC(=O)N(CCCl)N=O. Cell line: BT-549. Synergy scores: CSS=21.0, Synergy_ZIP=-3.24, Synergy_Bliss=1.30, Synergy_Loewe=-1.99, Synergy_HSA=-1.87. (2) Drug 1: CC1C(C(CC(O1)OC2CC(OC(C2O)C)OC3=CC4=CC5=C(C(=O)C(C(C5)C(C(=O)C(C(C)O)O)OC)OC6CC(C(C(O6)C)O)OC7CC(C(C(O7)C)O)OC8CC(C(C(O8)C)O)(C)O)C(=C4C(=C3C)O)O)O)O. Drug 2: CC(C)NC(=O)C1=CC=C(C=C1)CNNC.Cl. Cell line: HL-60(TB). Synergy scores: CSS=37.9, Synergy_ZIP=1.07, Synergy_Bliss=0.680, Synergy_Loewe=-45.4, Synergy_HSA=-1.03. (3) Drug 1: C1CN(CCN1C(=O)CCBr)C(=O)CCBr. Drug 2: C1C(C(OC1N2C=NC(=NC2=O)N)CO)O. Cell line: DU-145. Synergy scores: CSS=50.0, Synergy_ZIP=-2.36, Synergy_Bliss=-2.92, Synergy_Loewe=-49.6, Synergy_HSA=-6.48. (4) Cell line: DU-145. Drug 2: C1C(C(OC1N2C=NC3=C2NC=NCC3O)CO)O. Drug 1: COC1=C(C=C2C(=C1)N=CN=C2NC3=CC(=C(C=C3)F)Cl)OCCCN4CCOCC4. Synergy scores: CSS=36.9, Synergy_ZIP=1.22, Synergy_Bliss=2.01, Synergy_Loewe=4.75, Synergy_HSA=4.76.